This data is from Catalyst prediction with 721,799 reactions and 888 catalyst types from USPTO. The task is: Predict which catalyst facilitates the given reaction. Reactant: Cl.[CH3:2][O:3][C:4](=[O:10])[C@@H:5]([CH:7]([CH3:9])[CH3:8])[NH2:6].[Cl:11][C:12]1[S:13][C:14]2[CH:20]=[C:19]([S:21](Cl)(=[O:23])=[O:22])[CH:18]=[CH:17][C:15]=2[N:16]=1.C(N(CC)CC)C. Product: [CH3:2][O:3][C:4](=[O:10])[C@H:5]([NH:6][S:21]([C:19]1[CH:18]=[CH:17][C:15]2[N:16]=[C:12]([Cl:11])[S:13][C:14]=2[CH:20]=1)(=[O:22])=[O:23])[CH:7]([CH3:9])[CH3:8]. The catalyst class is: 4.